From a dataset of Full USPTO retrosynthesis dataset with 1.9M reactions from patents (1976-2016). Predict the reactants needed to synthesize the given product. (1) Given the product [CH3:22][O:21][C:18]1[CH:19]=[CH:20][C:15]([N:13]([CH3:14])[C:11]2[C:10]3[C:5](=[CH:6][CH:7]=[CH:8][CH:9]=3)[N:4]=[C:3]([CH2:2][N:23]3[CH2:27][CH2:26][CH2:25][C:24]3=[O:28])[N:12]=2)=[CH:16][CH:17]=1, predict the reactants needed to synthesize it. The reactants are: Cl[CH2:2][C:3]1[N:12]=[C:11]([N:13]([C:15]2[CH:20]=[CH:19][C:18]([O:21][CH3:22])=[CH:17][CH:16]=2)[CH3:14])[C:10]2[C:5](=[CH:6][CH:7]=[CH:8][CH:9]=2)[N:4]=1.[NH:23]1[CH2:27][CH2:26][CH2:25][C:24]1=[O:28].C([Li])CCC.COC1C=CC(CNC2C3C(=CC=CC=3)N=C(CN3CCCCC3=O)N=2)=CC=1. (2) Given the product [Cl:8][C:6]1[CH:5]=[C:4]([C@:9]([OH:16])([C:12]([F:13])([F:14])[F:15])[C:10]#[C:11][C:23]2[CH:24]=[CH:25][C:26]([N:31]3[CH:35]=[N:34][CH:33]=[N:32]3)=[C:27]([CH:30]=2)[C:28]#[N:29])[CH:3]=[C:2]([Cl:1])[CH:7]=1, predict the reactants needed to synthesize it. The reactants are: [Cl:1][C:2]1[CH:3]=[C:4]([C@:9]([O:16]C(=O)CCC)([C:12]([F:15])([F:14])[F:13])[C:10]#[CH:11])[CH:5]=[C:6]([Cl:8])[CH:7]=1.I[C:23]1[CH:24]=[CH:25][C:26]([N:31]2[CH:35]=[N:34][CH:33]=[N:32]2)=[C:27]([CH:30]=1)[C:28]#[N:29].C(N(CC)CC)C. (3) Given the product [NH2:18][C:15]1[CH:16]=[CH:17][C:12]([NH:11][C:9]([NH:8][C:4]2[CH:5]=[CH:6][CH:7]=[C:2]([F:1])[CH:3]=2)=[O:10])=[C:13]([CH3:21])[CH:14]=1, predict the reactants needed to synthesize it. The reactants are: [F:1][C:2]1[CH:3]=[C:4]([NH:8][C:9]([NH:11][C:12]2[CH:17]=[CH:16][C:15]([N+:18]([O-])=O)=[CH:14][C:13]=2[CH3:21])=[O:10])[CH:5]=[CH:6][CH:7]=1.[H][H]. (4) Given the product [F:48][C:28]1[CH:27]=[C:26]([O:25][C:23]2[CH:22]=[CH:21][N:20]=[C:19]([NH:9][C:8]([N:50]3[CH2:55][CH2:54][O:53][CH2:52][CH2:51]3)=[O:7])[CH:24]=2)[CH:31]=[CH:30][C:29]=1[NH:32][C:33]([C:35]1([C:38]([NH:39][C:40]2[CH:45]=[CH:44][C:43]([F:46])=[CH:42][CH:41]=2)=[O:47])[CH2:37][CH2:36]1)=[O:34], predict the reactants needed to synthesize it. The reactants are: C1([O:7][C:8](=O)[N:9]([C:19]2[CH:24]=[C:23]([O:25][C:26]3[CH:31]=[CH:30][C:29]([NH:32][C:33]([C:35]4([C:38](=[O:47])[NH:39][C:40]5[CH:45]=[CH:44][C:43]([F:46])=[CH:42][CH:41]=5)[CH2:37][CH2:36]4)=[O:34])=[C:28]([F:48])[CH:27]=3)[CH:22]=[CH:21][N:20]=2)C(OC2C=CC=CC=2)=O)C=CC=CC=1.[NH:50]1[CH2:55][CH2:54][O:53][CH2:52][CH2:51]1. (5) Given the product [ClH:30].[CH3:29][N:2]([CH3:1])[C:3]1([C:23]2[CH:28]=[CH:27][CH:26]=[CH:25][CH:24]=2)[CH2:8][CH2:7][CH:6]([CH2:9][NH:10][C:11]([NH:13][CH2:14][CH2:15][CH2:16][C:17]2[CH:22]=[CH:21][CH:20]=[CH:19][CH:18]=2)=[O:12])[CH2:5][CH2:4]1, predict the reactants needed to synthesize it. The reactants are: [CH3:1][N:2]([CH3:29])[C:3]1([C:23]2[CH:28]=[CH:27][CH:26]=[CH:25][CH:24]=2)[CH2:8][CH2:7][CH:6]([CH2:9][NH:10][C:11]([NH:13][CH2:14][CH2:15][CH2:16][C:17]2[CH:22]=[CH:21][CH:20]=[CH:19][CH:18]=2)=[O:12])[CH2:5][CH2:4]1.[Cl:30][Si](C)(C)C.CCOCC. (6) Given the product [ClH:27].[CH3:1][O:2][CH2:3][CH2:4][CH2:5][CH2:6][C:7]1[S:8][C:9]([C:32]2[CH:33]=[CH:28][N:29]=[C:30]([NH:34][CH:35]3[CH2:40][C:39]([CH3:42])([CH3:41])[NH:38][C:37]([CH3:44])([CH3:43])[CH2:36]3)[N:31]=2)=[CH:10][CH:11]=1, predict the reactants needed to synthesize it. The reactants are: [CH3:1][O:2][CH2:3][CH2:4][CH2:5][CH2:6][C:7]1[S:8][CH:9]=[CH:10][CH:11]=1.[Li+].CC([N-]C(C)C)C.COB(OC)OC.[Cl:27][C:28]1[CH:33]=[CH:32][N:31]=[C:30]([NH:34][CH:35]2[CH2:40][C:39]([CH3:42])([CH3:41])[NH:38][C:37]([CH3:44])([CH3:43])[CH2:36]2)[N:29]=1.C(=O)(O)[O-].[Na+]. (7) Given the product [F:1][C:2]1[CH:10]=[CH:9][C:8]([N:11]([CH3:30])[S:12]([C:15]2[S:16][CH:17]=[CH:18][CH:19]=2)(=[O:14])=[O:13])=[C:7]2[C:3]=1[CH:4]=[C:5]([C:23]([O:25][CH2:26][CH3:27])=[O:24])[N:6]2[CH2:20][O:21][CH3:22], predict the reactants needed to synthesize it. The reactants are: [F:1][C:2]1[CH:10]=[CH:9][C:8]([NH:11][S:12]([C:15]2[S:16][CH:17]=[CH:18][CH:19]=2)(=[O:14])=[O:13])=[C:7]2[C:3]=1[CH:4]=[C:5]([C:23]([O:25][CH2:26][CH3:27])=[O:24])[N:6]2[CH2:20][O:21][CH3:22].CI.[C:30](=O)([O-])[O-].[K+].[K+].CN(C)C=O. (8) Given the product [F:37][C:26]([F:25])([F:36])[C:27]1[N:28]=[CH:29][C:30]([C:31]2[O:1][N:2]=[C:3]([C:5]3[CH:13]=[CH:12][C:11]4[N:10]5[CH2:14][CH2:15][CH:16]([CH2:17][C:18]([O:20][C:21]([CH3:24])([CH3:23])[CH3:22])=[O:19])[C:9]5=[CH:8][C:7]=4[CH:6]=3)[N:4]=2)=[CH:34][CH:35]=1, predict the reactants needed to synthesize it. The reactants are: [OH:1][N:2]=[C:3]([C:5]1[CH:13]=[CH:12][C:11]2[N:10]3[CH2:14][CH2:15][CH:16]([CH2:17][C:18]([O:20][C:21]([CH3:24])([CH3:23])[CH3:22])=[O:19])[C:9]3=[CH:8][C:7]=2[CH:6]=1)[NH2:4].[F:25][C:26]([F:37])([F:36])[C:27]1[CH:35]=[CH:34][C:30]([C:31](Cl)=O)=[CH:29][N:28]=1.